Dataset: Full USPTO retrosynthesis dataset with 1.9M reactions from patents (1976-2016). Task: Predict the reactants needed to synthesize the given product. (1) Given the product [CH3:15][S:16][CH2:17][N:18]1[C:23](=[O:24])[N:22]2[CH:25]=[N:26][C:27]([C:28](=[S:2])[NH2:30])=[C:21]2[N:20]=[N:19]1, predict the reactants needed to synthesize it. The reactants are: P12(SP3(SP(SP(S3)(S1)=S)(=S)S2)=S)=[S:2].[CH3:15][S:16][CH2:17][N:18]1[C:23](=[O:24])[N:22]2[CH:25]=[N:26][C:27]([C:28]([NH2:30])=O)=[C:21]2[N:20]=[N:19]1.C[Si](C)(C)O[Si](C)(C)C. (2) Given the product [CH2:1]([N:8]1[CH2:13][CH2:12][O:11][CH:10]([C:14]([C:25]2[CH:30]=[CH:29][CH:28]=[CH:27][CH:26]=2)([OH:24])[CH2:36][C:35]2[CH:38]=[CH:39][CH:40]=[CH:41][C:34]=2[O:33][C:32]([F:43])([F:42])[F:31])[CH2:9]1)[C:2]1[CH:3]=[CH:4][CH:5]=[CH:6][CH:7]=1, predict the reactants needed to synthesize it. The reactants are: [CH2:1]([N:8]1[CH2:13][CH2:12][O:11][CH:10]([C:14]([C:25]2[CH:30]=[CH:29][CH:28]=[CH:27][CH:26]=2)([OH:24])CC2C=CC=CC=2OC)[CH2:9]1)[C:2]1[CH:7]=[CH:6][CH:5]=[CH:4][CH:3]=1.[F:31][C:32]([F:43])([F:42])[O:33][C:34]1[CH:41]=[CH:40][CH:39]=[CH:38][C:35]=1[CH2:36]Br. (3) Given the product [N:21]1([C:19]2[N:18]3[CH:27]=[C:28]([C:30]4[CH:31]=[CH:32][CH:33]=[CH:34][CH:35]=4)[N:29]=[C:17]3[CH:16]=[C:15]([NH:14][C:13]([C:12]3[N:8]([CH3:7])[N:9]=[CH:10][C:11]=3[C:37]([N:1]3[CH2:6][CH2:5][O:4][CH2:3][CH2:2]3)=[O:39])=[O:36])[N:20]=2)[CH2:22][CH2:23][O:24][CH2:25][CH2:26]1, predict the reactants needed to synthesize it. The reactants are: [NH:1]1[CH2:6][CH2:5][O:4][CH2:3][CH2:2]1.[CH3:7][N:8]1[C:12]([C:13](=[O:36])[NH:14][C:15]2[N:20]=[C:19]([N:21]3[CH2:26][CH2:25][O:24][CH2:23][CH2:22]3)[N:18]3[CH:27]=[C:28]([C:30]4[CH:35]=[CH:34][CH:33]=[CH:32][CH:31]=4)[N:29]=[C:17]3[CH:16]=2)=[C:11]([C:37]([OH:39])=O)[CH:10]=[N:9]1. (4) Given the product [F:8][C:6]1[CH:5]=[C:4]([C:9]2[CH:21]=[CH:20][C:12]([C:13]([OH:15])=[O:14])=[CH:11][N:10]=2)[CH:3]=[C:2]([F:1])[CH:7]=1, predict the reactants needed to synthesize it. The reactants are: [F:1][C:2]1[CH:3]=[C:4]([C:9]2[CH:21]=[CH:20][C:12]([C:13]([O:15]C(C)(C)C)=[O:14])=[CH:11][N:10]=2)[CH:5]=[C:6]([F:8])[CH:7]=1.FC1C=C(B(O)O)C=C(F)C=1.BrC1C=CC(C(OC(C)(C)C)=O)=CN=1. (5) Given the product [Br:32][C:28]1[CH:27]=[C:26]([C:23]([NH:22][CH2:21][C@@H:6]([OH:5])[C@@H:7]([NH:17][C:18](=[O:20])[CH3:19])[CH2:8][C:9]2[CH:10]=[C:11]([F:16])[CH:12]=[C:13]([F:15])[CH:14]=2)([CH3:25])[CH3:24])[CH:31]=[CH:30][CH:29]=1, predict the reactants needed to synthesize it. The reactants are: Cl.C([O:5][C@H:6]([CH2:21][NH:22][C:23]([C:26]1[CH:31]=[CH:30][CH:29]=[C:28]([Br:32])[CH:27]=1)([CH3:25])[CH3:24])[C@@H:7]([NH:17][C:18](=[O:20])[CH3:19])[CH2:8][C:9]1[CH:14]=[C:13]([F:15])[CH:12]=[C:11]([F:16])[CH:10]=1)(=O)C.[OH-].[Na+]. (6) Given the product [F:10][C:9]([F:12])([F:11])[CH:8]([C:2]1[CH:3]=[CH:4][CH:5]=[CH:6][C:1]=1[OH:7])[OH:13], predict the reactants needed to synthesize it. The reactants are: [C:1]1([OH:7])[CH:6]=[CH:5][CH:4]=[CH:3][CH:2]=1.[CH:8](O)([OH:13])[C:9]([F:12])([F:11])[F:10]. (7) Given the product [C:1]([C:3]1[CH:4]=[C:5]([C:16]([OH:18])=[O:17])[C:6]2[C:7]([CH3:15])=[CH:8][N:9]([CH:12]([CH3:14])[CH3:13])[C:10]=2[CH:11]=1)#[N:2], predict the reactants needed to synthesize it. The reactants are: [C:1]([C:3]1[CH:4]=[C:5]([C:16]([O:18]C)=[O:17])[C:6]2[C:7]([CH3:15])=[CH:8][N:9]([CH:12]([CH3:14])[CH3:13])[C:10]=2[CH:11]=1)#[N:2].CO.[OH-].[Na+]. (8) Given the product [F:27][C:21]([F:28])([C:5]1([OH:8])[CH2:6][CH2:7][CH:2]([F:1])[CH2:3][CH2:4]1)[C:22]([O:24][CH2:25][CH3:26])=[O:23], predict the reactants needed to synthesize it. The reactants are: [F:1][CH:2]1[CH2:7][CH2:6][C:5](=[O:8])[CH2:4][CH2:3]1.O.O.O.O.O.O.O.[Cl-].[Ce+3].[Cl-].[Cl-].Br[C:21]([F:28])([F:27])[C:22]([O:24][CH2:25][CH3:26])=[O:23].